From a dataset of Peptide-MHC class II binding affinity with 134,281 pairs from IEDB. Regression. Given a peptide amino acid sequence and an MHC pseudo amino acid sequence, predict their binding affinity value. This is MHC class II binding data. The peptide sequence is CLKPVILTDGPERVI. The MHC is DRB1_0404 with pseudo-sequence DRB1_0404. The binding affinity (normalized) is 0.205.